From a dataset of Forward reaction prediction with 1.9M reactions from USPTO patents (1976-2016). Predict the product of the given reaction. (1) Given the reactants [Si:1]([O:8][CH2:9][C:10]1[CH:15]=[CH:14][C:13]([C:16]#[C:17][C:18](=[O:30])[CH2:19][CH2:20]/[CH:21]=[CH:22]/[C:23]2[CH:28]=[CH:27][C:26]([Cl:29])=[CH:25][CH:24]=2)=[CH:12][CH:11]=1)([C:4]([CH3:7])([CH3:6])[CH3:5])([CH3:3])[CH3:2].CCOC(C)=O.CCCCCC, predict the reaction product. The product is: [Si:1]([O:8][CH2:9][C:10]1[CH:15]=[CH:14][C:13]([C:16]2[C:28]3[C:23](=[CH:24][CH:25]=[C:26]([Cl:29])[CH:27]=3)[CH:22]=[C:21]3[CH2:20][CH2:19][C:18](=[O:30])[C:17]=23)=[CH:12][CH:11]=1)([C:4]([CH3:6])([CH3:7])[CH3:5])([CH3:3])[CH3:2]. (2) Given the reactants [C:1]([O:5][C@@H:6]([C:12]1[C:43]([CH3:44])=[N:42][C:41]2=[CH:45][C:38]3=[N:39][N:40]2[C:13]=1[N:14]1[CH2:48][CH2:47][C:17]([CH3:49])([O:18][CH2:19][CH2:20][CH2:21][CH2:22][C@H:23]([CH3:46])[O:24][C:25]2[C:26]4[CH:27]=[CH:28][CH:29]=[CH:30][C:31]=4[CH:32]=[CH:33][C:34]=2[CH2:35][O:36][CH2:37]3)[CH2:16][CH2:15]1)[C:7]([O:9]CC)=[O:8])([CH3:4])([CH3:3])[CH3:2].[OH-].[Na+], predict the reaction product. The product is: [C:1]([O:5][C@@H:6]([C:12]1[C:43]([CH3:44])=[N:42][C:41]2=[CH:45][C:38]3=[N:39][N:40]2[C:13]=1[N:14]1[CH2:15][CH2:16][C:17]([CH3:49])([O:18][CH2:19][CH2:20][CH2:21][CH2:22][C@H:23]([CH3:46])[O:24][C:25]2[C:26]4[CH:27]=[CH:28][CH:29]=[CH:30][C:31]=4[CH:32]=[CH:33][C:34]=2[CH2:35][O:36][CH2:37]3)[CH2:47][CH2:48]1)[C:7]([OH:9])=[O:8])([CH3:4])([CH3:2])[CH3:3]. (3) Given the reactants [O:1]=[S:2]1(=[O:37])[CH2:7][CH2:6][N:5]([C:8]2[CH:13]=[CH:12][C:11]([C:14]3[N:15]=[C:16]([C:30]4[CH:35]=[CH:34][C:33]([F:36])=[CH:32][N:31]=4)[O:17][C:18]=3[C@@H:19]3[CH2:25][CH:24]4[CH:22]([CH2:23]4)[CH2:21][C@H:20]3[C:26]([O:28]C)=[O:27])=[CH:10][CH:9]=2)[CH2:4][CH2:3]1, predict the reaction product. The product is: [O:37]=[S:2]1(=[O:1])[CH2:3][CH2:4][N:5]([C:8]2[CH:9]=[CH:10][C:11]([C:14]3[N:15]=[C:16]([C:30]4[CH:35]=[CH:34][C:33]([F:36])=[CH:32][N:31]=4)[O:17][C:18]=3[C@@H:19]3[CH2:25][CH:24]4[CH:22]([CH2:23]4)[CH2:21][C@H:20]3[C:26]([OH:28])=[O:27])=[CH:12][CH:13]=2)[CH2:6][CH2:7]1. (4) Given the reactants [CH3:1][N:2]1[CH:6]=[C:5]([NH2:7])[CH:4]=[N:3]1.[NH2:8][C@@H:9]1[C@@H:14]2[CH2:15][C@@H:11]([CH:12]=[CH:13]2)[C@@H:10]1[C:16]([NH2:18])=[O:17].Cl[C:20]1[N:25]=[C:24](Cl)[C:23]([Br:27])=[CH:22][N:21]=1.ClC1N=[C:33](Cl)[C:32](F)=[CH:31]N=1, predict the reaction product. The product is: [Br:27][C:23]1[C:22]([NH:8][C@@H:9]2[C@@H:14]3[CH2:15][C@@H:11]([CH:12]=[CH:13]3)[C@@H:10]2[C:16]([NH2:18])=[O:17])=[N:21][C:20]([NH:7][C:5]2[CH:4]=[N:3][N:2]([CH2:1][CH2:33][C:32]3[CH:31]=[CH:11][CH:10]=[CH:9][CH:14]=3)[CH:6]=2)=[N:25][CH:24]=1. (5) Given the reactants [C:1]([C:4]1[C:25](=[O:26])[C@@:8]2([CH3:27])[C:9]3[C:15]([O:16][CH2:17][CH2:18][CH3:19])=[CH:14][C:13]([O:20][CH3:21])=[C:12]([C:22]([NH2:24])=[O:23])[C:10]=3[O:11][C:7]2=[CH:6][C:5]=1[OH:28])(=[O:3])[CH3:2].[CH3:29][C:30]1[CH:39]=[CH:38][C:37]2[C:32](=[CH:33][CH:34]=[CH:35][CH:36]=2)[C:31]=1[CH:40]=O.C([SiH](CC)CC)C.FC(F)(F)C(O)=O, predict the reaction product. The product is: [C:1]([C:4]1[C:25](=[O:26])[C@@:8]2([CH3:27])[C:9]3[C:15]([O:16][CH2:17][CH2:18][CH3:19])=[CH:14][C:13]([O:20][CH3:21])=[C:12]([C:22]([NH:24][CH2:40][C:31]4[C:32]5[C:37](=[CH:36][CH:35]=[CH:34][CH:33]=5)[CH:38]=[CH:39][C:30]=4[CH3:29])=[O:23])[C:10]=3[O:11][C:7]2=[CH:6][C:5]=1[OH:28])(=[O:3])[CH3:2]. (6) The product is: [CH2:30]([N:11]1[CH2:12][C:13]2([CH2:14][CH2:15][N:16]([C:19]([O:21][C:22]([CH3:25])([CH3:24])[CH3:23])=[O:20])[CH2:17][CH2:18]2)[CH2:8][CH2:9][CH2:10]1)[CH2:29][C:28]#[CH:27]. Given the reactants C(=O)([O-])[O-].[Cs+].[Cs+].Cl.[CH2:8]1[C:13]2([CH2:18][CH2:17][N:16]([C:19]([O:21][C:22]([CH3:25])([CH3:24])[CH3:23])=[O:20])[CH2:15][CH2:14]2)[CH2:12][NH:11][CH2:10][CH2:9]1.Br[CH2:27][CH2:28][C:29]#[CH:30], predict the reaction product. (7) Given the reactants [Br:1][C:2]1[CH:7]=[CH:6][CH:5]=[CH:4][CH:3]=1.[Al+3].[Cl-].[Cl-].[Cl-].[C:12](Cl)(=[O:15])[CH2:13][CH3:14], predict the reaction product. The product is: [Br:1][C:2]1[CH:7]=[CH:6][C:5]([C:12](=[O:15])[CH2:13][CH3:14])=[CH:4][CH:3]=1. (8) Given the reactants [NH2:1][NH2:2].[F:3][C:4]1[CH:9]=[CH:8][C:7]([C:10]2[CH2:15][CH2:14][CH:13]([C:16](=O)[C:17]([O:19][CH3:20])=[O:18])[C:12](=O)[CH:11]=2)=[CH:6][CH:5]=1, predict the reaction product. The product is: [F:3][C:4]1[CH:9]=[CH:8][C:7]([C:10]2[CH2:15][CH2:14][C:13]3[C:16]([C:17]([O:19][CH3:20])=[O:18])=[N:1][NH:2][C:12]=3[CH:11]=2)=[CH:6][CH:5]=1. (9) The product is: [F:5][C:6]1[CH:11]=[CH:10][C:9]([C:12]([F:15])([F:14])[F:13])=[CH:8][C:7]=1[C:16]1([CH2:19][C:20](=[O:24])[C:21]([NH:25][C:26]2[CH:27]=[C:28]3[C:33](=[CH:34][CH:35]=2)[C:31](=[O:32])[O:30][CH2:29]3)=[O:22])[CH2:17][CH2:18]1. Given the reactants S(Cl)(Cl)=O.[F:5][C:6]1[CH:11]=[CH:10][C:9]([C:12]([F:15])([F:14])[F:13])=[CH:8][C:7]=1[C:16]1([CH2:19][C:20](=[O:24])[C:21](O)=[O:22])[CH2:18][CH2:17]1.[NH2:25][C:26]1[CH:27]=[C:28]2[C:33](=[CH:34][CH:35]=1)[C:31](=[O:32])[O:30][CH2:29]2.Cl, predict the reaction product. (10) Given the reactants Br[C:2]1[CH:3]=[CH:4][C:5](/[CH:8]=[CH:9]/[C@@H:10]2[C@H:18]3[C@:14]([CH2:21][CH2:22][C:23]([NH2:25])=[O:24])([C:15](=[O:20])[O:16][C@@H:17]3[CH3:19])[CH2:13][C:12]([F:27])([F:26])[C@H:11]2[CH3:28])=[N:6][CH:7]=1.[C:29]([C:31]1[CH:36]=[CH:35][CH:34]=[CH:33][C:32]=1B(O)O)#[N:30].C([O-])([O-])=O.[K+].[K+], predict the reaction product. The product is: [C:29]([C:31]1[CH:36]=[CH:35][CH:34]=[CH:33][C:32]=1[C:2]1[CH:3]=[CH:4][C:5](/[CH:8]=[CH:9]/[C@@H:10]2[C@H:18]3[C@:14]([CH2:21][CH2:22][C:23]([NH2:25])=[O:24])([C:15](=[O:20])[O:16][C@@H:17]3[CH3:19])[CH2:13][C:12]([F:26])([F:27])[C@H:11]2[CH3:28])=[N:6][CH:7]=1)#[N:30].